From a dataset of Forward reaction prediction with 1.9M reactions from USPTO patents (1976-2016). Predict the product of the given reaction. (1) Given the reactants [N:1]([C@@H:4]([C@H:42]([C:50]1[CH:55]=[C:54]([F:56])[CH:53]=[C:52]([F:57])[CH:51]=1)[C:43]1[CH:48]=[CH:47][C:46]([F:49])=[CH:45][CH:44]=1)[C:5]([NH:7][C:8]1[CH:40]=[CH:39][CH:38]=[C:37]([F:41])[C:9]=1[CH2:10][CH2:11][C@@H:12]1[N:17]([S:18]([C:21]2[CH:26]=[CH:25][C:24]([O:27][CH3:28])=[CH:23][CH:22]=2)(=[O:20])=[O:19])[C@H:16]([CH3:29])[CH2:15][N:14]([C:30]([O:32][C:33]([CH3:36])([CH3:35])[CH3:34])=[O:31])[CH2:13]1)=[O:6])=[N+]=[N-].CP(C)C, predict the reaction product. The product is: [NH2:1][C@@H:4]([C@H:42]([C:50]1[CH:55]=[C:54]([F:56])[CH:53]=[C:52]([F:57])[CH:51]=1)[C:43]1[CH:44]=[CH:45][C:46]([F:49])=[CH:47][CH:48]=1)[C:5]([NH:7][C:8]1[CH:40]=[CH:39][CH:38]=[C:37]([F:41])[C:9]=1[CH2:10][CH2:11][C@@H:12]1[N:17]([S:18]([C:21]2[CH:22]=[CH:23][C:24]([O:27][CH3:28])=[CH:25][CH:26]=2)(=[O:20])=[O:19])[C@H:16]([CH3:29])[CH2:15][N:14]([C:30]([O:32][C:33]([CH3:36])([CH3:34])[CH3:35])=[O:31])[CH2:13]1)=[O:6]. (2) Given the reactants Br[C:2]1[CH:3]=[CH:4][C:5]([N:28]2[CH2:33][CH2:32][O:31][CH2:30][CH2:29]2)=[C:6]([NH:8][C:9]2[C:18]3[C:13](=[CH:14][C:15]([F:19])=[CH:16][CH:17]=3)[N:12]=[C:11]([C:20]3[CH:25]=[CH:24][CH:23]=[CH:22][C:21]=3[F:26])[C:10]=2[CH3:27])[CH:7]=1.[NH:34]1[CH2:39][CH2:38][O:37][CH2:36][CH2:35]1.CC(C1C=C(C(C)C)C(C2C=CC=CC=2P(C2CCCCC2)C2CCCCC2)=C(C(C)C)C=1)C.CC(C)([O-])C.[Na+].C1(C)C=CC=CC=1, predict the reaction product. The product is: [N:28]1([C:5]2[CH:4]=[CH:3][C:2]([N:34]3[CH2:39][CH2:38][O:37][CH2:36][CH2:35]3)=[CH:7][C:6]=2[NH:8][C:9]2[C:18]3[C:13](=[CH:14][C:15]([F:19])=[CH:16][CH:17]=3)[N:12]=[C:11]([C:20]3[CH:25]=[CH:24][CH:23]=[CH:22][C:21]=3[F:26])[C:10]=2[CH3:27])[CH2:33][CH2:32][O:31][CH2:30][CH2:29]1. (3) Given the reactants [H-].[Na+].[CH3:3][C:4]1([CH3:22])[N:8]([C:9]([O:11][C:12]([CH3:15])([CH3:14])[CH3:13])=[O:10])[C@H:7]([CH:16]([OH:21])[C:17]([F:20])([F:19])[F:18])[CH2:6][O:5]1.[CH2:23](Br)[C:24]1[CH:29]=[CH:28][CH:27]=[CH:26][CH:25]=1, predict the reaction product. The product is: [CH2:23]([O:21][C@H:16]([C@@H:7]1[CH2:6][O:5][C:4]([CH3:22])([CH3:3])[N:8]1[C:9]([O:11][C:12]([CH3:13])([CH3:14])[CH3:15])=[O:10])[C:17]([F:18])([F:20])[F:19])[C:24]1[CH:29]=[CH:28][CH:27]=[CH:26][CH:25]=1. (4) Given the reactants [Br-:1].[Br-].C1(P(C2C=CC=CC=2)C2C=CC=CC=2)C=CC=CC=1.BrBr.C1(P(C2C=CC=CC=2)C2C=CC=CC=2)C=CC=CC=1.[Cl:43][C:44]1[CH:49]=[CH:48][C:47]([CH:50]([CH3:54])[CH2:51][CH2:52]O)=[CH:46][CH:45]=1, predict the reaction product. The product is: [Br:1][CH2:52][CH2:51][CH:50]([C:47]1[CH:48]=[CH:49][C:44]([Cl:43])=[CH:45][CH:46]=1)[CH3:54]. (5) Given the reactants [F:1][C:2]([F:13])([F:12])[C:3]1[CH:11]=[N:10][CH:9]=[CH:8][C:4]=1[C:5](O)=[O:6].S(Cl)([Cl:16])=O, predict the reaction product. The product is: [F:1][C:2]([F:13])([F:12])[C:3]1[CH:11]=[N:10][CH:9]=[CH:8][C:4]=1[C:5]([Cl:16])=[O:6].